Dataset: Reaction yield outcomes from USPTO patents with 853,638 reactions. Task: Predict the reaction yield, written as a fraction of the theoretical maximum amount of product (1.0 means a 100% yield; for example, 0.34 means a 34% yield). (1) The reactants are [CH2:1]([C:8]1[CH:13]=[CH:12][N:11]=[C:10]([C:14](OC)=[O:15])[CH:9]=1)[C:2]1[CH:7]=[CH:6][CH:5]=[CH:4][CH:3]=1.C1COCC1.[BH4-].[Na+].[Li+].[Cl-]. The catalyst is CCO. The product is [CH2:1]([C:8]1[CH:13]=[CH:12][N:11]=[C:10]([CH2:14][OH:15])[CH:9]=1)[C:2]1[CH:3]=[CH:4][CH:5]=[CH:6][CH:7]=1. The yield is 0.800. (2) The reactants are O[C:2]1[CH:7]=[C:6]([CH3:8])[NH:5][C:4](=[O:9])[C:3]=1[C:10]([O:12][CH2:13][CH3:14])=[O:11].P(Cl)(Cl)([Cl:17])=O.[Cl-].C([N+](CC)(CC)CC)CCC. The catalyst is C(#N)C. The product is [Cl:17][C:2]1[CH:7]=[C:6]([CH3:8])[NH:5][C:4](=[O:9])[C:3]=1[C:10]([O:12][CH2:13][CH3:14])=[O:11]. The yield is 0.440. (3) The reactants are [NH2:1][CH2:2][CH:3]([C:19]1[C:20]([CH3:36])=[C:21]([NH:25][C:26](=[O:35])[O:27][CH2:28][C:29]2[CH:34]=[CH:33][CH:32]=[CH:31][CH:30]=2)[CH:22]=[CH:23][CH:24]=1)[C:4]1[C:12]2[C:7](=[CH:8][C:9]([O:13][CH:14]3[CH2:18][CH2:17][O:16][CH2:15]3)=[CH:10][CH:11]=2)[NH:6][CH:5]=1.O=[CH:38][C:39]([O:41][CH2:42][CH3:43])=[O:40].C1(C)C=CC=CC=1.Cl.O1CCOCC1. The catalyst is C(OCC)(=O)C.C(Cl)Cl. The product is [CH2:28]([O:27][C:26]([NH:25][C:21]1[C:20]([CH3:36])=[C:19]([C:3]2[C:4]3[C:12]4[C:7](=[CH:8][C:9]([O:13][CH:14]5[CH2:18][CH2:17][O:16][CH2:15]5)=[CH:10][CH:11]=4)[NH:6][C:5]=3[C:38]([C:39]([O:41][CH2:42][CH3:43])=[O:40])=[N:1][CH:2]=2)[CH:24]=[CH:23][CH:22]=1)=[O:35])[C:29]1[CH:34]=[CH:33][CH:32]=[CH:31][CH:30]=1. The yield is 0.304. (4) The reactants are [CH2:1]([O:3][C:4]([C:6]1[CH:7]=[N:8][N:9]([CH:12]([CH3:21])[C:13](=[O:20])[C:14]2[CH:19]=[CH:18][CH:17]=[CH:16][CH:15]=2)[C:10]=1[NH2:11])=[O:5])[CH3:2].[BH4-].[Na+]. The catalyst is CCO. The product is [CH2:1]([O:3][C:4]([C:6]1[CH:7]=[N:8][N:9]([CH:12]([CH3:21])[CH:13]([OH:20])[C:14]2[CH:19]=[CH:18][CH:17]=[CH:16][CH:15]=2)[C:10]=1[NH2:11])=[O:5])[CH3:2]. The yield is 0.980.